From a dataset of Full USPTO retrosynthesis dataset with 1.9M reactions from patents (1976-2016). Predict the reactants needed to synthesize the given product. (1) Given the product [CH3:1][N:2]([CH3:11])[C:3]1[CH:10]=[CH:9][C:6]([CH2:7][NH:19][C:18]2[CH:20]=[CH:21][C:15]([CH:12]([CH3:14])[CH3:13])=[CH:16][CH:17]=2)=[CH:5][CH:4]=1, predict the reactants needed to synthesize it. The reactants are: [CH3:1][N:2]([CH3:11])[C:3]1[CH:10]=[CH:9][C:6]([CH:7]=O)=[CH:5][CH:4]=1.[CH:12]([C:15]1[CH:21]=[CH:20][C:18]([NH2:19])=[CH:17][CH:16]=1)([CH3:14])[CH3:13].C(O[BH-](OC(=O)C)OC(=O)C)(=O)C.[Na+].[NH4+].[Cl-].CCOC(C)=O. (2) The reactants are: [Cl:1][C:2]1[CH:7]=[C:6]([Cl:8])[CH:5]=[CH:4][C:3]=1[CH:9]1[CH:18]([C:19]([NH:21][O:22][CH2:23][C:24]2[CH:25]=[C:26]([CH:36]=[CH:37][CH:38]=2)[O:27][CH2:28][C:29]([O:31]C(C)(C)C)=[O:30])=[O:20])[C:17]2[C:12](=[CH:13][CH:14]=[CH:15][CH:16]=2)[C:11](=[O:39])[N:10]1[CH:40]1[CH2:45][CH2:44][CH2:43][CH2:42][CH:41]1[NH:46][S:47]([CH3:50])(=[O:49])=[O:48].ClC(Cl)C.FC(F)(F)C(O)=O. Given the product [Cl:1][C:2]1[CH:7]=[C:6]([Cl:8])[CH:5]=[CH:4][C:3]=1[CH:9]1[CH:18]([C:19]([NH:21][O:22][CH2:23][C:24]2[CH:25]=[C:26]([CH:36]=[CH:37][CH:38]=2)[O:27][CH2:28][C:29]([OH:31])=[O:30])=[O:20])[C:17]2[C:12](=[CH:13][CH:14]=[CH:15][CH:16]=2)[C:11](=[O:39])[N:10]1[CH:40]1[CH2:45][CH2:44][CH2:43][CH2:42][CH:41]1[NH:46][S:47]([CH3:50])(=[O:49])=[O:48], predict the reactants needed to synthesize it. (3) Given the product [C:1](=[O:15])([O:5][CH2:6][CH2:7][CH2:8][CH2:9][O:10][C:11](=[O:14])[CH:12]=[CH2:13])[O:2][CH2:3][O:20][C:16](=[O:19])[CH:17]=[CH2:18], predict the reactants needed to synthesize it. The reactants are: [C:1](=[O:15])([O:5][CH2:6][CH2:7][CH2:8][CH2:9][O:10][C:11](=[O:14])[CH:12]=[CH2:13])[O:2][CH2:3]Cl.[C:16]([O-:20])(=[O:19])[CH:17]=[CH2:18].[K+].